This data is from Catalyst prediction with 721,799 reactions and 888 catalyst types from USPTO. The task is: Predict which catalyst facilitates the given reaction. Reactant: [C:1]([O:5][C:6]([O:8][C:9]1[CH:18]=[CH:17][C:16]([N:19]([CH2:24][CH:25]2[CH2:27][CH2:26]2)[S:20]([CH3:23])(=[O:22])=[O:21])=[CH:15][C:10]=1[C:11]([O:13]C)=[O:12])=[O:7])([CH3:4])([CH3:3])[CH3:2].[Li+].[OH-]. Product: [C:1]([O:5][C:6]([O:8][C:9]1[CH:18]=[CH:17][C:16]([N:19]([CH2:24][CH:25]2[CH2:26][CH2:27]2)[S:20]([CH3:23])(=[O:22])=[O:21])=[CH:15][C:10]=1[C:11]([OH:13])=[O:12])=[O:7])([CH3:4])([CH3:2])[CH3:3]. The catalyst class is: 1.